From a dataset of Reaction yield outcomes from USPTO patents with 853,638 reactions. Predict the reaction yield, written as a fraction of the theoretical maximum amount of product (1.0 means a 100% yield; for example, 0.34 means a 34% yield). (1) The reactants are [H-].[Na+].Cl[C:4]1[CH:9]=[C:8]([Cl:10])[N:7]=[C:6]([C:11]2[CH:16]=[CH:15][CH:14]=[CH:13][CH:12]=2)[N:5]=1.[CH3:17][O:18][C:19]1[CH:26]=[CH:25][C:22]([CH2:23][OH:24])=[CH:21][CH:20]=1.C([O-])(O)=O.[Na+]. The catalyst is C1COCC1. The product is [Cl:10][C:8]1[CH:9]=[C:4]([O:24][CH2:23][C:22]2[CH:25]=[CH:26][C:19]([O:18][CH3:17])=[CH:20][CH:21]=2)[N:5]=[C:6]([C:11]2[CH:16]=[CH:15][CH:14]=[CH:13][CH:12]=2)[N:7]=1. The yield is 1.00. (2) The reactants are [Br:1][C:2]1[C:3]([CH3:24])=[C:4]([C:20](F)=[CH:21][CH:22]=1)[C:5]([N:7]([CH2:17][CH2:18][OH:19])[CH2:8][C:9]1[CH:14]=[CH:13][C:12]([O:15][CH3:16])=[CH:11][CH:10]=1)=[O:6].C([O-])([O-])=O.[Cs+].[Cs+]. The catalyst is CN(C=O)C.[Cl-].[Na+].O. The product is [Br:1][C:2]1[CH:22]=[CH:21][C:20]2[O:19][CH2:18][CH2:17][N:7]([CH2:8][C:9]3[CH:14]=[CH:13][C:12]([O:15][CH3:16])=[CH:11][CH:10]=3)[C:5](=[O:6])[C:4]=2[C:3]=1[CH3:24]. The yield is 0.590. (3) The reactants are [Br:1][C:2]1[CH:3]=[C:4]2[C:14](=[CH:15][CH:16]=1)[O:13][C:7]1[CH:8]=[N:9][C:10]([Cl:12])=[CH:11][C:6]=1[C:5]2([C:18]([CH3:20])=[CH2:19])[OH:17].B.C1C[O:25]CC1.[OH-].[Na+].OO. The catalyst is C1COCC1.O.CCOCC. The product is [Br:1][C:2]1[CH:3]=[C:4]2[C:14](=[CH:15][CH:16]=1)[O:13][C:7]1[CH:8]=[N:9][C:10]([Cl:12])=[CH:11][C:6]=1[C:5]2([CH:18]([CH3:20])[CH2:19][OH:25])[OH:17]. The yield is 0.750.